This data is from Reaction yield outcomes from USPTO patents with 853,638 reactions. The task is: Predict the reaction yield, written as a fraction of the theoretical maximum amount of product (1.0 means a 100% yield; for example, 0.34 means a 34% yield). The yield is 0.950. The product is [C:9]1([C:5]2[C:6]3[C:2](=[O:3])[NH:1][CH:21]=[N:8][C:7]=3[O:31][C:4]=2[C:15]2[CH:20]=[CH:19][CH:18]=[CH:17][CH:16]=2)[CH:14]=[CH:13][CH:12]=[CH:11][CH:10]=1. No catalyst specified. The reactants are [NH2:1][C:2]1[O:3][C:4]([C:15]2[CH:20]=[CH:19][CH:18]=[CH:17][CH:16]=2)=[C:5]([C:9]2[CH:14]=[CH:13][CH:12]=[CH:11][CH:10]=2)[C:6]=1[C:7]#[N:8].[CH:21](O)=O.C(OC(=O)C)(=O)C.[OH2:31].